This data is from Forward reaction prediction with 1.9M reactions from USPTO patents (1976-2016). The task is: Predict the product of the given reaction. (1) The product is: [Br:1][C:2]1[CH:7]=[CH:6][C:5]([CH2:8][CH2:9][CH2:10][C:11]([NH:27][NH2:28])=[O:13])=[CH:4][CH:3]=1. Given the reactants [Br:1][C:2]1[CH:7]=[CH:6][C:5]([CH2:8][CH2:9][CH2:10][C:11]([OH:13])=O)=[CH:4][CH:3]=1.C(N1C=CN=C1)(N1C=CN=C1)=O.O.[NH2:27][NH2:28], predict the reaction product. (2) Given the reactants FC(F)(F)C(O)=O.[CH2:8]([O:10][C:11]([C:13]1[CH:17]=[C:16]([C:18]2[N:19]=[CH:20][N:21](C(C3C=CC=CC=3)(C3C=CC=CC=3)C3C=CC=CC=3)[CH:22]=2)[N:15]([C:42]2[CH:43]=[N:44][C:45]([O:48][CH3:49])=[CH:46][CH:47]=2)[N:14]=1)=[O:12])[CH3:9].C(=O)([O-])O.[Na+].C(Cl)(Cl)Cl, predict the reaction product. The product is: [CH2:8]([O:10][C:11]([C:13]1[CH:17]=[C:16]([C:18]2[N:19]=[CH:20][NH:21][CH:22]=2)[N:15]([C:42]2[CH:43]=[N:44][C:45]([O:48][CH3:49])=[CH:46][CH:47]=2)[N:14]=1)=[O:12])[CH3:9]. (3) Given the reactants [Br:1][C:2]1[CH:16]=[CH:15][CH:14]=[CH:13][C:3]=1[CH2:4][CH2:5][NH:6][C:7](=[O:12])[C:8]([F:11])([F:10])[F:9].[CH2:17]=O.S(=O)(=O)(O)O, predict the reaction product. The product is: [Br:1][C:2]1[CH:16]=[CH:15][CH:14]=[C:13]2[C:3]=1[CH2:4][CH2:5][N:6]([C:7](=[O:12])[C:8]([F:10])([F:11])[F:9])[CH2:17]2. (4) Given the reactants [CH2:1]([O:3][C:4](=[O:29])[CH2:5][CH2:6][N:7]([C:14]([C:16]1[CH:28]=[CH:27][C:19]2[N:20]([CH3:26])[C:21]([CH:23](Cl)Cl)=[N:22][C:18]=2[CH:17]=1)=[O:15])[C:8]1[CH:13]=[CH:12][CH:11]=[CH:10][N:9]=1)[CH3:2].CS(C)=[O:32], predict the reaction product. The product is: [CH2:1]([O:3][C:4](=[O:29])[CH2:5][CH2:6][N:7]([C:14]([C:16]1[CH:28]=[CH:27][C:19]2[N:20]([CH3:26])[C:21]([CH:23]=[O:32])=[N:22][C:18]=2[CH:17]=1)=[O:15])[C:8]1[CH:13]=[CH:12][CH:11]=[CH:10][N:9]=1)[CH3:2]. (5) Given the reactants [CH3:1][O:2][C:3](=[O:15])[C:4]1[CH:9]=[C:8]([N+:10]([O-:12])=[O:11])[C:7](F)=[CH:6][C:5]=1[F:14].CCN(C(C)C)C(C)C.Cl.Cl.[CH2:27]([N:34]1[CH:39]2[CH2:40][CH2:41][CH:35]1[CH2:36][CH:37]([NH2:42])[CH2:38]2)[C:28]1[CH:33]=[CH:32][CH:31]=[CH:30][CH:29]=1, predict the reaction product. The product is: [CH2:27]([N:34]1[CH:35]2[CH2:41][CH2:40][CH:39]1[CH2:38][CH:37]([NH:42][C:7]1[C:8]([N+:10]([O-:12])=[O:11])=[CH:9][C:4]([C:3]([O:2][CH3:1])=[O:15])=[C:5]([F:14])[CH:6]=1)[CH2:36]2)[C:28]1[CH:29]=[CH:30][CH:31]=[CH:32][CH:33]=1. (6) Given the reactants [NH2:1][CH:2]1[CH:7]2[CH2:8][CH:4]([CH2:5][N:6]2[C:9]([O:11][C:12]([CH3:15])([CH3:14])[CH3:13])=[O:10])[CH2:3]1.[Cl:16][C:17]1[N:22]=[C:21](Cl)[CH:20]=[C:19]([F:24])[N:18]=1.C([O-])([O-])=O.[K+].[K+], predict the reaction product. The product is: [Cl:16][C:17]1[N:22]=[C:21]([NH:1][CH:2]2[CH:7]3[CH2:8][CH:4]([CH2:5][N:6]3[C:9]([O:11][C:12]([CH3:15])([CH3:14])[CH3:13])=[O:10])[CH2:3]2)[CH:20]=[C:19]([F:24])[N:18]=1.